From a dataset of Retrosynthesis with 50K atom-mapped reactions and 10 reaction types from USPTO. Predict the reactants needed to synthesize the given product. (1) Given the product O=C1C=C(N2CCOCC2)C(c2ccc(N3CCOCC3)cc2)N1c1ccc2[nH]cnc2c1, predict the reactants needed to synthesize it. The reactants are: C1COCCN1.O=C1C=C(O)C(c2ccc(N3CCOCC3)cc2)N1c1ccc2[nH]cnc2c1. (2) The reactants are: C(=Cc1ccccc1)CN1CCNCC1.O=C(O)c1cn(C2CC2)c2cc(Cl)c(F)cc2c1=O. Given the product O=C(O)c1cn(C2CC2)c2cc(N3CCN(CC=Cc4ccccc4)CC3)c(F)cc2c1=O, predict the reactants needed to synthesize it. (3) Given the product CC(C)(C)OC(=O)N1CCC(Nc2nc3cc(C#N)ccc3o2)CC1, predict the reactants needed to synthesize it. The reactants are: CC(C)(C)OC(=O)N1CCC(N)CC1.N#Cc1ccc2oc(NC3CCNCC3)nc2c1. (4) Given the product O=C(NC1CCNCC1c1ccc(F)cc1)c1ccc(-c2cccc(F)c2)nc1, predict the reactants needed to synthesize it. The reactants are: CC(C)(C)OC(=O)N1CCC(NC(=O)c2ccc(-c3cccc(F)c3)nc2)C(c2ccc(F)cc2)C1. (5) Given the product COCCCN1CCOc2ccc(CO[C@@H]3CC[C@@H](CC(C)(C)C(=O)NC4CCOCC4)N(S(=O)(=O)c4ccc(C)cc4)C3)cc21, predict the reactants needed to synthesize it. The reactants are: COCCCN1CCOc2ccc(CO[C@@H]3CC[C@@H](CC(C)(C)C(=O)O)N(S(=O)(=O)c4ccc(C)cc4)C3)cc21.NC1CCOCC1.